From a dataset of Forward reaction prediction with 1.9M reactions from USPTO patents (1976-2016). Predict the product of the given reaction. (1) Given the reactants [CH2:1]([O:4][CH2:5][CH2:6][C:7]1[CH:12]=[CH:11][CH:10]=[CH:9][CH:8]=1)[CH:2]=[CH2:3].[SH:13][CH2:14][CH2:15][CH2:16][OH:17], predict the reaction product. The product is: [CH2:5]([O:4][CH2:1][CH2:2][CH2:3][S:13][CH2:14][CH2:15][CH2:16][OH:17])[CH2:6][C:7]1[CH:8]=[CH:9][CH:10]=[CH:11][CH:12]=1. (2) Given the reactants [Cl:1][C:2]1[N:7]=[C:6]([CH2:8][CH2:9][OH:10])[CH:5]=[CH:4][CH:3]=1.[CH2:11]([O:13][C:14](=[O:26])[CH2:15][C@H:16]1[C:24]2[C:19](=[CH:20][C:21](O)=[CH:22][CH:23]=2)[CH2:18][CH2:17]1)[CH3:12].C1C=CC(P(C2C=CC=CC=2)C2C=CC=CC=2)=CC=1.CC(OC(/N=N/C(OC(C)C)=O)=O)C, predict the reaction product. The product is: [CH2:11]([O:13][C:14](=[O:26])[CH2:15][C@H:16]1[C:24]2[C:19](=[CH:20][C:21]([O:10][CH2:9][CH2:8][C:6]3[CH:5]=[CH:4][CH:3]=[C:2]([Cl:1])[N:7]=3)=[CH:22][CH:23]=2)[CH2:18][CH2:17]1)[CH3:12]. (3) Given the reactants Br[CH2:2][C:3]1[O:4][C:5]([C:12]2[CH:17]=[CH:16][C:15]([C:18]([F:21])([F:20])[F:19])=[CH:14][CH:13]=2)=[CH:6][C:7]=1[C:8]([O:10]C)=O.[C:22]1([C:28]2[N:32]=[C:31]([SH:33])[NH:30][N:29]=2)[CH:27]=[CH:26][CH:25]=[CH:24][CH:23]=1, predict the reaction product. The product is: [C:22]1([C:28]2[N:32]=[C:31]([S:33][CH2:2][C:3]3[O:4][C:5]([C:12]4[CH:17]=[CH:16][C:15]([C:18]([F:21])([F:20])[F:19])=[CH:14][CH:13]=4)=[CH:6][C:7]=3[CH2:8][OH:10])[NH:30][N:29]=2)[CH:23]=[CH:24][CH:25]=[CH:26][CH:27]=1. (4) Given the reactants [C:1]([N:4]([CH2:12][C:13]1[CH:21]=[CH:20][C:16]([C:17]([OH:19])=O)=[CH:15][CH:14]=1)[CH2:5][C:6]1[N:7]=[N:8][N:9]([CH3:11])[CH:10]=1)(=[O:3])[CH3:2].CC([N:26]([C:30]1[CH:35]=[CH:34][C:33]([C:36]2[S:37][CH:38]=[CH:39][CH:40]=2)=[CH:32][C:31]=1[NH:41]C(C1C=CC(CCl)=CC=1)=O)C(=O)[O-])(C)C.C1C=CC2N(O)N=NC=2C=1.C(Cl)CCl.C(Cl)Cl.C(O)(C(F)(F)F)=O.C([O-])(O)=O.[Na+], predict the reaction product. The product is: [C:1]([N:4]([CH2:12][C:13]1[CH:14]=[CH:15][C:16]([C:17]([NH:41][C:31]2[CH:32]=[C:33]([C:36]3[S:37][CH:38]=[CH:39][CH:40]=3)[CH:34]=[CH:35][C:30]=2[NH2:26])=[O:19])=[CH:20][CH:21]=1)[CH2:5][C:6]1[N:7]=[N:8][N:9]([CH3:11])[CH:10]=1)(=[O:3])[CH3:2]. (5) Given the reactants [CH2:1]([C:4]1[C:17]([F:18])=[C:16]([F:19])[C:7]([C:8]([NH:10][C@H:11]([CH:13]([CH3:15])[CH3:14])[CH3:12])=[O:9])=[C:6]([F:20])[C:5]=1[F:21])[CH:2]=[CH2:3].C([O-])=O.[NH4+].CCO, predict the reaction product. The product is: [F:19][C:16]1[C:17]([F:18])=[C:4]([CH2:1][CH2:2][CH3:3])[C:5]([F:21])=[C:6]([F:20])[C:7]=1[C:8]([NH:10][C@H:11]([CH:13]([CH3:15])[CH3:14])[CH3:12])=[O:9]. (6) Given the reactants [F:1][C@H:2]1[C@@H:7]([O:8][C:9]2[CH:16]=[CH:15][C:14]([C:17]3[N:22]=[C:21]([NH:23][C:24]4[CH:29]=[CH:28][C:27]([N:30]5[CH2:35][CH2:34][CH:33]([N:36]6[CH2:41][CH2:40][O:39][CH2:38][CH2:37]6)[CH2:32][CH2:31]5)=[C:26]([O:42][CH3:43])[CH:25]=4)[N:20]=[CH:19][N:18]=3)=[CH:13][C:10]=2[C:11]#[N:12])[CH2:6][CH2:5][NH:4][CH2:3]1.C(N(CC)C(C)C)(C)C.CN(C(ON1N=NC2C=CC=NC1=2)=[N+](C)C)C.F[P-](F)(F)(F)(F)F.[OH:77][C@@H:78]([CH3:82])[C:79](O)=[O:80], predict the reaction product. The product is: [F:1][C@H:2]1[C@@H:7]([O:8][C:9]2[CH:16]=[CH:15][C:14]([C:17]3[N:22]=[C:21]([NH:23][C:24]4[CH:29]=[CH:28][C:27]([N:30]5[CH2:35][CH2:34][CH:33]([N:36]6[CH2:41][CH2:40][O:39][CH2:38][CH2:37]6)[CH2:32][CH2:31]5)=[C:26]([O:42][CH3:43])[CH:25]=4)[N:20]=[CH:19][N:18]=3)=[CH:13][C:10]=2[C:11]#[N:12])[CH2:6][CH2:5][N:4]([C:79](=[O:80])[C@@H:78]([OH:77])[CH3:82])[CH2:3]1.